Task: Predict the reactants needed to synthesize the given product.. Dataset: Full USPTO retrosynthesis dataset with 1.9M reactions from patents (1976-2016) (1) Given the product [CH2:1]([S:4][C:5]1[CH:6]=[CH:7][C:8]([C:11]2[CH:12]=[C:13]([C:16]([OH:18])=[O:17])[S:14][CH:15]=2)=[CH:9][CH:10]=1)[CH2:3][CH3:19], predict the reactants needed to synthesize it. The reactants are: [CH:1]([S:4][C:5]1[CH:10]=[CH:9][C:8]([C:11]2[CH:12]=[C:13]([C:16]([OH:18])=[O:17])[S:14][CH:15]=2)=[CH:7][CH:6]=1)([CH3:3])C.[CH2:19](SC1C=CC(B(O)O)=CC=1)CC. (2) Given the product [Cl:9][C:10]1[CH:15]=[C:14]([I:1])[C:13]([O:16][CH3:17])=[CH:12][C:11]=1[C:18]1[CH:23]=[CH:22][CH:21]=[CH:20][C:19]=1[F:24], predict the reactants needed to synthesize it. The reactants are: [I:1]N1C(=O)CCC1=O.[Cl:9][C:10]1[CH:15]=[CH:14][C:13]([O:16][CH3:17])=[CH:12][C:11]=1[C:18]1[CH:23]=[CH:22][CH:21]=[CH:20][C:19]=1[F:24]. (3) Given the product [CH2:1]([O:8][C@H:9]1[C@H:16]([O:17][CH2:18][C:19]2[CH:24]=[CH:23][CH:22]=[CH:21][CH:20]=2)[C@@H:15]([CH2:25][O:26][CH2:27][C:28]2[CH:29]=[CH:30][C:31]([Cl:34])=[CH:32][CH:33]=2)[O:14][C@@H:11]([O:12][CH3:13])[C@@H:10]1[O:35][Si:44]([C:47]([CH3:50])([CH3:49])[CH3:48])([CH3:46])[CH3:45])[C:2]1[CH:7]=[CH:6][CH:5]=[CH:4][CH:3]=1, predict the reactants needed to synthesize it. The reactants are: [CH2:1]([O:8][C@H:9]1[C@H:16]([O:17][CH2:18][C:19]2[CH:24]=[CH:23][CH:22]=[CH:21][CH:20]=2)[C@@H:15]([CH2:25][O:26][CH2:27][C:28]2[CH:33]=[CH:32][C:31]([Cl:34])=[CH:30][CH:29]=2)[O:14][C@@H:11]([O:12][CH3:13])[C@@H:10]1[OH:35])[C:2]1[CH:7]=[CH:6][CH:5]=[CH:4][CH:3]=1.N1C(C)=CC=CC=1C.[Si:44](OS(C(F)(F)F)(=O)=O)([C:47]([CH3:50])([CH3:49])[CH3:48])([CH3:46])[CH3:45]. (4) Given the product [I-:1].[C:25]1([P+:18]([C:15]2[CH:14]=[CH:13][CH:12]=[CH:17][CH:16]=2)([C:19]2[CH:24]=[CH:23][CH:22]=[CH:21][CH:20]=2)[CH2:2][CH2:3][CH2:4][CH2:5][C:6]2[CH:11]=[CH:10][CH:9]=[CH:8][CH:7]=2)[CH:26]=[CH:27][CH:28]=[CH:29][CH:30]=1, predict the reactants needed to synthesize it. The reactants are: [I:1][CH2:2][CH2:3][CH2:4][CH2:5][C:6]1[CH:11]=[CH:10][CH:9]=[CH:8][CH:7]=1.[CH:12]1[CH:17]=[CH:16][C:15]([P:18]([C:25]2[CH:30]=[CH:29][CH:28]=[CH:27][CH:26]=2)[C:19]2[CH:24]=[CH:23][CH:22]=[CH:21][CH:20]=2)=[CH:14][CH:13]=1.